From a dataset of Forward reaction prediction with 1.9M reactions from USPTO patents (1976-2016). Predict the product of the given reaction. (1) Given the reactants [Cl:1][C:2]1[CH:3]=[CH:4][C:5]2[O:13][C:12]3[C:11](=O)[NH:10][C:9]([C:15]([F:18])([F:17])[F:16])=[N:8][C:7]=3[C:6]=2[CH:19]=1.[Cl:20]C1C2OC3C=CC(Cl)=CC=3C=2N=CN=1, predict the reaction product. The product is: [Cl:20][C:11]1[C:12]2[O:13][C:5]3[CH:4]=[CH:3][C:2]([Cl:1])=[CH:19][C:6]=3[C:7]=2[N:8]=[C:9]([C:15]([F:18])([F:17])[F:16])[N:10]=1. (2) Given the reactants [NH2:1][C:2]1[CH:7]=[CH:6][C:5]([N:8]2[CH:13]=[CH:12][CH:11]=[CH:10][C:9]2=[O:14])=[CH:4][CH:3]=1.[CH3:15][C:16]([O:19][C:20]([NH:22][CH:23]([C:30](O)=[O:31])[C:24]1[CH:29]=[CH:28][CH:27]=[CH:26][CH:25]=1)=[O:21])([CH3:18])[CH3:17].CN(C(ON1N=NC2C=CC=NC1=2)=[N+](C)C)C.F[P-](F)(F)(F)(F)F.CCN(C(C)C)C(C)C, predict the reaction product. The product is: [C:16]([O:19][C:20](=[O:21])[NH:22][CH:23]([C:30](=[O:31])[NH:1][C:2]1[CH:7]=[CH:6][C:5]([N:8]2[CH:13]=[CH:12][CH:11]=[CH:10][C:9]2=[O:14])=[CH:4][CH:3]=1)[C:24]1[CH:29]=[CH:28][CH:27]=[CH:26][CH:25]=1)([CH3:18])([CH3:15])[CH3:17]. (3) Given the reactants [F:1][C:2]1[CH:3]=[CH:4][C:5]([CH2:8][CH2:9][N:10]2[CH2:15][CH2:14][N:13]([C:16]3[CH:21]=[CH:20][C:19]4[C:22]5[CH2:23][N:24](C(OC(C)(C)C)=O)[CH2:25][CH2:26][C:27]=5[O:28][C:18]=4[CH:17]=3)[C:12](=[O:36])[CH2:11]2)=[N:6][CH:7]=1.Cl, predict the reaction product. The product is: [F:1][C:2]1[CH:3]=[CH:4][C:5]([CH2:8][CH2:9][N:10]2[CH2:15][CH2:14][N:13]([C:16]3[CH:21]=[CH:20][C:19]4[C:22]5[CH2:23][NH:24][CH2:25][CH2:26][C:27]=5[O:28][C:18]=4[CH:17]=3)[C:12](=[O:36])[CH2:11]2)=[N:6][CH:7]=1. (4) Given the reactants C(Cl)(=O)C(Cl)=O.CS(C)=O.[Cl:11][C:12]1[C:21]2[C:16](=[CH:17][CH:18]=[C:19]([CH2:22][OH:23])[CH:20]=2)[N:15]=[C:14]([N:24]2[CH2:30][C:29]3[CH:31]=[CH:32][CH:33]=[CH:34][C:28]=3[S:27](=[O:36])(=[O:35])[CH2:26][CH2:25]2)[CH:13]=1.C(N(CC)CC)C, predict the reaction product. The product is: [Cl:11][C:12]1[C:21]2[C:16](=[CH:17][CH:18]=[C:19]([CH:22]=[O:23])[CH:20]=2)[N:15]=[C:14]([N:24]2[CH2:30][C:29]3[CH:31]=[CH:32][CH:33]=[CH:34][C:28]=3[S:27](=[O:36])(=[O:35])[CH2:26][CH2:25]2)[CH:13]=1. (5) Given the reactants Cl[C:2]1[N:7]=[C:6]([O:8][CH3:9])[C:5]([N+:10]([O-:12])=[O:11])=[CH:4][CH:3]=1.[H-].[Na+].[Cl:15][C:16]1[CH:21]=[CH:20][CH:19]=[C:18]([Cl:22])[C:17]=1[C:23]1[C:27]([CH2:28][OH:29])=[C:26]([CH:30]([CH3:32])[CH3:31])[O:25][N:24]=1, predict the reaction product. The product is: [Cl:22][C:18]1[CH:19]=[CH:20][CH:21]=[C:16]([Cl:15])[C:17]=1[C:23]1[C:27]([CH2:28][O:29][C:2]2[N:7]=[C:6]([O:8][CH3:9])[C:5]([N+:10]([O-:12])=[O:11])=[CH:4][CH:3]=2)=[C:26]([CH:30]([CH3:32])[CH3:31])[O:25][N:24]=1.